From a dataset of Forward reaction prediction with 1.9M reactions from USPTO patents (1976-2016). Predict the product of the given reaction. (1) Given the reactants [Cl:1][C:2]1[CH:3]=[C:4]([CH2:9][N:10]2[CH:14]=[C:13]([C:15]([NH:17][C:18]3[S:19][C:20]([C:23]([O:25]C)=[O:24])=[CH:21][N:22]=3)=[O:16])[N:12]=[N:11]2)[CH:5]=[CH:6][C:7]=1[Cl:8].[OH-].[Na+], predict the reaction product. The product is: [Cl:1][C:2]1[CH:3]=[C:4]([CH2:9][N:10]2[CH:14]=[C:13]([C:15]([NH:17][C:18]3[S:19][C:20]([C:23]([OH:25])=[O:24])=[CH:21][N:22]=3)=[O:16])[N:12]=[N:11]2)[CH:5]=[CH:6][C:7]=1[Cl:8]. (2) The product is: [CH3:24][C:22]1[CH:21]=[N:7][C:5]([C:8]2[CH:9]=[C:10]([CH:15]=[CH:16][CH:17]=2)[C:11]([O:13][CH3:14])=[O:12])=[N:6][CH:23]=1. Given the reactants C(O)(=O)C.[C:5]([C:8]1[CH:9]=[C:10]([CH:15]=[CH:16][CH:17]=1)[C:11]([O:13][CH3:14])=[O:12])(=[NH:7])[NH2:6].CCO/[CH:21]=[C:22](/[CH:24]=O)\[CH3:23].C[O-].[Na+], predict the reaction product. (3) Given the reactants [C:1]1([S:7]([C:10]2[CH:11]=[C:12]3[C:17](=[CH:18][CH:19]=2)[C:16]([C:20]#[N:21])=[CH:15][CH:14]=[CH:13]3)(=[O:9])=[O:8])[CH:6]=[CH:5][CH:4]=[CH:3][CH:2]=1, predict the reaction product. The product is: [C:1]1([S:7]([C:10]2[CH:11]=[C:12]3[C:17](=[CH:18][CH:19]=2)[C:16]([CH2:20][NH2:21])=[CH:15][CH:14]=[CH:13]3)(=[O:9])=[O:8])[CH:2]=[CH:3][CH:4]=[CH:5][CH:6]=1. (4) The product is: [Cl:1][C:2]1[CH:7]=[C:6]2[NH:8][C:9](=[O:40])[C:10]3([CH:15]([C:16]4[CH:21]=[CH:20][CH:19]=[C:18]([Cl:22])[CH:17]=4)[CH2:14][C:13](=[O:23])[NH:12][CH:11]3[C:24]3[CH:29]=[C:28]([C:45]#[CH:46])[CH:27]=[CH:26][C:25]=3[O:31][C:32]3[CH:37]=[CH:36][C:35]([C:38]#[N:39])=[CH:34][CH:33]=3)[C:5]2=[CH:4][CH:3]=1. Given the reactants [Cl:1][C:2]1[CH:7]=[C:6]2[NH:8][C:9](=[O:40])[C:10]3([CH:15]([C:16]4[CH:21]=[CH:20][CH:19]=[C:18]([Cl:22])[CH:17]=4)[CH2:14][C:13](=[O:23])[NH:12][CH:11]3[C:24]3[CH:29]=[C:28](I)[CH:27]=[CH:26][C:25]=3[O:31][C:32]3[CH:37]=[CH:36][C:35]([C:38]#[N:39])=[CH:34][CH:33]=3)[C:5]2=[CH:4][CH:3]=1.C[Si]([C:45]#[CH:46])(C)C.C(N(CC)CC)C.[OH-].[Na+], predict the reaction product. (5) Given the reactants C(N[C:5]1[C:6](=[O:23])[O:7][C:8]2[C:13]([CH:14]=1)=[CH:12][CH:11]=[C:10]([O:15]C(=O)C)[C:9]=2[O:19]C(=O)C)(=O)C.CC(O)=[O:26], predict the reaction product. The product is: [OH:26][C:5]1[C:6](=[O:23])[O:7][C:8]2[C:13]([CH:14]=1)=[CH:12][CH:11]=[C:10]([OH:15])[C:9]=2[OH:19].